The task is: Predict the reactants needed to synthesize the given product.. This data is from Full USPTO retrosynthesis dataset with 1.9M reactions from patents (1976-2016). (1) The reactants are: Cl[C:2]1[C:11]2[CH2:10][N:9]([CH2:12][C:13]3[CH:18]=[CH:17][C:16]([O:19][CH3:20])=[CH:15][CH:14]=3)[C:8](=[O:21])[NH:7][C:6]=2[N:5]=[CH:4][CH:3]=1.[Cl:22][C:23]1[CH:31]=[CH:30][C:26]2[O:27][CH2:28][O:29][C:25]=2[C:24]=1[NH2:32].CC(C1C=C(C(C)C)C(C2C=CC=CC=2P(C2CCCCC2)C2CCCCC2)=C(C(C)C)C=1)C.CC([O-])(C)C.[Na+]. Given the product [Cl:22][C:23]1[CH:31]=[CH:30][C:26]2[O:27][CH2:28][O:29][C:25]=2[C:24]=1[NH:32][C:2]1[C:11]2[CH2:10][N:9]([CH2:12][C:13]3[CH:18]=[CH:17][C:16]([O:19][CH3:20])=[CH:15][CH:14]=3)[C:8](=[O:21])[NH:7][C:6]=2[N:5]=[CH:4][CH:3]=1, predict the reactants needed to synthesize it. (2) Given the product [ClH:21].[CH:1]1([S:5][C:6]2[CH:14]=[CH:13][CH:12]=[CH:11][C:7]=2[CH2:8][NH2:10])[CH2:4][CH2:3][CH2:2]1, predict the reactants needed to synthesize it. The reactants are: [CH:1]1([S:5][C:6]2[CH:14]=[CH:13][CH:12]=[CH:11][C:7]=2[C:8]([NH2:10])=O)[CH2:4][CH2:3][CH2:2]1.B.C1COCC1.[ClH:21]. (3) Given the product [C:50]([NH:29][C:32]1[CH:33]=[CH:34][C:35]([N:38]2[CH2:43][CH2:42][N:41]([C:2]3[C:7]([C:8]4[CH:13]=[CH:12][C:11]([F:14])=[CH:10][CH:9]=4)=[C:6]([C:15]4[CH:20]=[CH:19][C:18]([S:21]([CH3:24])(=[O:22])=[O:23])=[CH:17][CH:16]=4)[N:5]=[C:4]([C:25]([F:27])([F:28])[F:26])[N:3]=3)[CH2:40][CH2:39]2)=[N:36][CH:37]=1)(=[O:53])[CH3:52], predict the reactants needed to synthesize it. The reactants are: Cl[C:2]1[C:7]([C:8]2[CH:13]=[CH:12][C:11]([F:14])=[CH:10][CH:9]=2)=[C:6]([C:15]2[CH:20]=[CH:19][C:18]([S:21]([CH3:24])(=[O:23])=[O:22])=[CH:17][CH:16]=2)[N:5]=[C:4]([C:25]([F:28])([F:27])[F:26])[N:3]=1.[N+:29]([C:32]1[CH:33]=[CH:34][C:35]([N:38]2[CH2:43][CH2:42][NH:41][CH2:40][CH2:39]2)=[N:36][CH:37]=1)([O-])=O.C(N([CH:50]([CH3:52])C)CC)(C)C.[OH2:53].O.[Sn](Cl)Cl.